This data is from Forward reaction prediction with 1.9M reactions from USPTO patents (1976-2016). The task is: Predict the product of the given reaction. Given the reactants Cl.[NH:2]1[CH2:7][CH2:6][CH:5]([NH:8][C:9]([C:11]2[C:15]3[N:16]=[CH:17][N:18]=[C:19]([C:20]4[CH:25]=[C:24]([F:26])[C:23]([O:27][CH3:28])=[CH:22][C:21]=4[O:29][CH2:30][CH:31]4[CH2:33][CH2:32]4)[C:14]=3[NH:13][CH:12]=2)=[O:10])[CH2:4][CH2:3]1.Cl[C:35]([CH2:37][O:38]C(=O)C)=[O:36], predict the reaction product. The product is: [OH:38][CH2:37][C:35]([N:2]1[CH2:3][CH2:4][CH:5]([NH:8][C:9]([C:11]2[C:15]3[N:16]=[CH:17][N:18]=[C:19]([C:20]4[CH:25]=[C:24]([F:26])[C:23]([O:27][CH3:28])=[CH:22][C:21]=4[O:29][CH2:30][CH:31]4[CH2:33][CH2:32]4)[C:14]=3[NH:13][CH:12]=2)=[O:10])[CH2:6][CH2:7]1)=[O:36].